This data is from Forward reaction prediction with 1.9M reactions from USPTO patents (1976-2016). The task is: Predict the product of the given reaction. (1) Given the reactants [CH:1]1([NH2:7])[CH2:6][CH2:5][CH2:4][CH2:3][CH2:2]1.C([O:10][C:11]([C:13]1[N:14]([CH2:26][CH2:27]Br)[N:15]=[C:16]([CH2:18][O:19][C:20]2[CH:25]=[CH:24][CH:23]=[CH:22][CH:21]=2)[CH:17]=1)=O)C, predict the reaction product. The product is: [CH:1]1([N:7]2[CH2:27][CH2:26][N:14]3[N:15]=[C:16]([CH2:18][O:19][C:20]4[CH:25]=[CH:24][CH:23]=[CH:22][CH:21]=4)[CH:17]=[C:13]3[C:11]2=[O:10])[CH2:6][CH2:5][CH2:4][CH2:3][CH2:2]1. (2) Given the reactants [NH2:1][C:2]1[N:7]=[CH:6][C:5]([O:8][C:9]2[CH:10]=[C:11]([NH:16][C:17]([C:19]3[N:23]([CH3:24])[N:22]=[C:21]([CH3:25])[CH:20]=3)=[O:18])[CH:12]=[C:13]([CH3:15])[CH:14]=2)=[CH:4][CH:3]=1.[C:26]1([CH3:36])[CH:31]=[CH:30][C:29]([S:32](Cl)(=[O:34])=[O:33])=[CH:28][CH:27]=1, predict the reaction product. The product is: [CH3:24][N:23]1[C:19]([C:17]([NH:16][C:11]2[CH:10]=[C:9]([O:8][C:5]3[CH:6]=[N:7][C:2]([NH:1][S:32]([C:29]4[CH:30]=[CH:31][C:26]([CH3:36])=[CH:27][CH:28]=4)(=[O:34])=[O:33])=[CH:3][CH:4]=3)[CH:14]=[C:13]([CH3:15])[CH:12]=2)=[O:18])=[CH:20][C:21]([CH3:25])=[N:22]1. (3) Given the reactants [F:1][C:2]1[CH:7]=[CH:6][C:5]([C:8]2[CH:13]=[CH:12][C:11]([S:14]([CH3:17])(=[O:16])=[O:15])=[CH:10][C:9]=2[C:18]([N:20]2[CH2:25][CH2:24][N:23]([C:26]3[N:31]=[CH:30][C:29]([C:32](=[O:34])[CH3:33])=[CH:28][CH:27]=3)[CH2:22][CH2:21]2)=[O:19])=[CH:4][CH:3]=1.[BH4-].[Na+], predict the reaction product. The product is: [F:1][C:2]1[CH:7]=[CH:6][C:5]([C:8]2[CH:13]=[CH:12][C:11]([S:14]([CH3:17])(=[O:16])=[O:15])=[CH:10][C:9]=2[C:18]([N:20]2[CH2:25][CH2:24][N:23]([C:26]3[N:31]=[CH:30][C:29]([CH:32]([OH:34])[CH3:33])=[CH:28][CH:27]=3)[CH2:22][CH2:21]2)=[O:19])=[CH:4][CH:3]=1. (4) The product is: [C:1]12([C:11]3[CH:16]=[C:15]([C:17]4[CH:22]=[CH:21][C:20]([CH:23]5[O:27][CH2:26][CH2:25][O:24]5)=[CH:19][N:18]=4)[CH:14]=[C:13]([NH2:28])[C:12]=3[OH:31])[CH2:2][CH:3]3[CH2:4][CH:5]([CH2:6][CH:7]([CH2:9]3)[CH2:8]1)[CH2:10]2. Given the reactants [C:1]12([C:11]3[CH:16]=[C:15]([C:17]4[CH:22]=[CH:21][C:20]([CH:23]5[O:27][CH2:26][CH2:25][O:24]5)=[CH:19][N:18]=4)[CH:14]=[C:13]([N+:28]([O-])=O)[C:12]=3[OH:31])[CH2:10][CH:5]3[CH2:6][CH:7]([CH2:9][CH:3]([CH2:4]3)[CH2:2]1)[CH2:8]2.C([O-])=O.[NH4+], predict the reaction product. (5) Given the reactants FC(F)(F)C(O)=O.C([O:12][C:13]([N:15]1[CH2:20][CH2:19][C:18]2[N:21]=[CH:22][S:23][C:17]=2[CH:16]1[C:24]1[CH:29]=[C:28]([F:30])[CH:27]=[CH:26][C:25]=1[O:31][CH2:32][C:33]([O:35]CC)=[O:34])=[O:14])(C)(C)C.C(N(CC)CC)C.ClC(O[CH2:49][C:50]1[CH:55]=[CH:54][CH:53]=[CH:52][CH:51]=1)=O, predict the reaction product. The product is: [CH2:49]([O:12][C:13]([N:15]1[CH2:20][CH2:19][C:18]2[N:21]=[CH:22][S:23][C:17]=2[CH:16]1[C:24]1[CH:29]=[C:28]([F:30])[CH:27]=[CH:26][C:25]=1[O:31][CH2:32][C:33]([OH:35])=[O:34])=[O:14])[C:50]1[CH:55]=[CH:54][CH:53]=[CH:52][CH:51]=1. (6) Given the reactants Cl[C:2]1[C:7]([N+:8]([O-:10])=[O:9])=[CH:6][CH:5]=[CH:4][N:3]=1.[NH2:11][C:12]1[CH:17]=[CH:16][C:15]([CH2:18][C:19]([OH:21])=[O:20])=[CH:14][CH:13]=1.Cl.O1CCOC[CH2:24]1, predict the reaction product. The product is: [CH3:24][O:20][C:19](=[O:21])[CH2:18][C:15]1[CH:14]=[CH:13][C:12]([NH:11][C:2]2[C:7]([N+:8]([O-:10])=[O:9])=[CH:6][CH:5]=[CH:4][N:3]=2)=[CH:17][CH:16]=1. (7) Given the reactants [CH2:1]([N:3]1[CH2:8][C:7]([CH3:10])([CH3:9])[O:6][C:5](=[O:11])[CH:4]1[CH2:12][C:13]([O:15]C(C)(C)C)=[O:14])[CH3:2].FC(F)(F)C(O)=O, predict the reaction product. The product is: [CH2:1]([N:3]1[CH2:8][C:7]([CH3:10])([CH3:9])[O:6][C:5](=[O:11])[CH:4]1[CH2:12][C:13]([OH:15])=[O:14])[CH3:2].